This data is from Catalyst prediction with 721,799 reactions and 888 catalyst types from USPTO. The task is: Predict which catalyst facilitates the given reaction. (1) Reactant: [CH3:1][CH:2]([N:4]1[C:12](/[CH:13]=[CH:14]/[C@H:15]([OH:24])[CH2:16][C@H:17]([OH:23])[CH2:18][C:19]([O:21]C)=[O:20])=[C:11]([C:25]2[CH:30]=[CH:29][C:28]([F:31])=[CH:27][CH:26]=2)[C:10]2[C:5]1=[CH:6][CH:7]=[CH:8][CH:9]=2)[CH3:3].C(#N)C.[OH-].[Na+:36]. Product: [CH3:3][CH:2]([N:4]1[C:12](/[CH:13]=[CH:14]/[CH:15]([OH:24])[CH2:16][CH:17]([OH:23])[CH2:18][C:19]([O-:21])=[O:20])=[C:11]([C:25]2[CH:26]=[CH:27][C:28]([F:31])=[CH:29][CH:30]=2)[C:10]2[CH:9]=[CH:8][CH:7]=[CH:6][C:5]1=2)[CH3:1].[Na+:36]. The catalyst class is: 14. (2) Reactant: Cl[C:2]1[C:3]2[CH2:11][N:10]([C:12]3[CH:19]=[CH:18][C:17]([CH3:20])=[CH:16][C:13]=3[C:14]#[N:15])[CH2:9][CH2:8][C:4]=2[N:5]=[CH:6][N:7]=1.[N:21]1[C:30]2[C:25](=[CH:26][CH:27]=[C:28]([CH2:31][NH2:32])[CH:29]=2)[CH:24]=[CH:23][CH:22]=1.C(N(CC)C(C)C)(C)C. Product: [CH3:20][C:17]1[CH:18]=[CH:19][C:12]([N:10]2[CH2:9][CH2:8][C:4]3[N:5]=[CH:6][N:7]=[C:2]([NH:32][CH2:31][C:28]4[CH:29]=[C:30]5[C:25]([CH:24]=[CH:23][CH:22]=[N:21]5)=[CH:26][CH:27]=4)[C:3]=3[CH2:11]2)=[C:13]([CH:16]=1)[C:14]#[N:15]. The catalyst class is: 10. (3) Reactant: C(OC(=O)C)(=O)C.O[CH:9]([C:16]1[CH:21]=[CH:20][CH:19]=[CH:18][N:17]=1)[C:10](=[CH2:15])[C:11]([O:13][CH3:14])=[O:12]. The catalyst class is: 389. Product: [CH:9]1[C:10]([C:11]([O:13][CH3:14])=[O:12])=[CH:15][N:17]2[C:16]=1[CH:21]=[CH:20][CH:19]=[CH:18]2. (4) Reactant: C[Si](C)(C)[C:3]#[C:4][C:5]1[CH:10]=[CH:9][CH:8]=[CH:7][C:6]=1[N+:11]([O-:13])=[O:12].[F:16][C:17]1[N:22]=[C:21]([F:23])[C:20]([F:24])=[C:19](F)[C:18]=1[F:26].[F-].[Cs+].ClCCl. Product: [F:23][C:21]1[C:20]([F:24])=[C:19]([C:3]#[C:4][C:5]2[CH:10]=[CH:9][CH:8]=[CH:7][C:6]=2[N+:11]([O-:13])=[O:12])[C:18]([F:26])=[C:17]([F:16])[N:22]=1. The catalyst class is: 163.